This data is from Aqueous solubility values for 9,982 compounds from the AqSolDB database. The task is: Regression/Classification. Given a drug SMILES string, predict its absorption, distribution, metabolism, or excretion properties. Task type varies by dataset: regression for continuous measurements (e.g., permeability, clearance, half-life) or binary classification for categorical outcomes (e.g., BBB penetration, CYP inhibition). For this dataset (solubility_aqsoldb), we predict Y. (1) The molecule is O=C(O)c1cc(S(=O)(=O)O)ccc1O. The Y is 0.655 log mol/L. (2) The drug is C=C(C)C(=O)OCCCCCCCCCCOC(=O)C(=C)C. The Y is -6.35 log mol/L. (3) The compound is CCCCCCCCCCCC(=O)OC. The Y is -4.69 log mol/L.